From a dataset of Full USPTO retrosynthesis dataset with 1.9M reactions from patents (1976-2016). Predict the reactants needed to synthesize the given product. (1) Given the product [CH3:18][N:19]1[CH:23]=[C:22]([S:24]([N:10]2[C@@H:11]3[C@@H:16]([CH2:15][CH2:14][CH2:13][CH2:12]3)[C:7]([C:1]3[CH:2]=[CH:3][CH:4]=[CH:5][CH:6]=3)([OH:17])[CH2:8][CH2:9]2)(=[O:26])=[O:25])[N:21]=[CH:20]1, predict the reactants needed to synthesize it. The reactants are: [C:1]1([C:7]2([OH:17])[C@H:16]3[C@H:11]([CH2:12][CH2:13][CH2:14][CH2:15]3)[NH:10][CH2:9][CH2:8]2)[CH:6]=[CH:5][CH:4]=[CH:3][CH:2]=1.[CH3:18][N:19]1[CH:23]=[C:22]([S:24](Cl)(=[O:26])=[O:25])[N:21]=[CH:20]1. (2) Given the product [CH2:1]([C:3]1[CH:4]=[CH:5][C:6]([CH2:9][CH2:10][O:11][C:27]2[CH:28]=[CH:29][C:24]([CH:30]=[O:21])=[CH:25][CH:26]=2)=[N:7][CH:8]=1)[CH3:2], predict the reactants needed to synthesize it. The reactants are: [CH2:1]([C:3]1[CH:4]=[CH:5][C:6]([CH2:9][CH2:10][OH:11])=[N:7][CH:8]=1)[CH3:2].C(N(CC)CC)C.CS(Cl)(=O)=[O:21].[C:24]1([CH3:30])[CH:29]=[CH:28][CH:27]=[CH:26][CH:25]=1. (3) Given the product [CH:25]1([CH2:24][N:19]2[C:20](=[O:23])[C:21]3[N:22]=[C:14]([C:11]4[CH:10]=[CH:9][C:8]([C:6]#[C:5][C:4]([OH:40])=[O:3])=[CH:13][CH:12]=4)[NH:15][C:16]=3[N:17]([CH2:32][CH:33]3[CH2:38][CH2:37][CH2:36][CH2:35][CH2:34]3)[C:18]2=[O:31])[CH2:26][CH2:27][CH2:28][CH2:29][CH2:30]1, predict the reactants needed to synthesize it. The reactants are: C([O:3][C:4](=[O:40])[CH:5](Br)[CH:6]([C:8]1[CH:13]=[CH:12][C:11]([C:14]2[NH:15][C:16]3[N:17]([CH2:32][CH:33]4[CH2:38][CH2:37][CH2:36][CH2:35][CH2:34]4)[C:18](=[O:31])[N:19]([CH2:24][CH:25]4[CH2:30][CH2:29][CH2:28][CH2:27][CH2:26]4)[C:20](=[O:23])[C:21]=3[N:22]=2)=[CH:10][CH:9]=1)Br)C.CC(C)([O-])C.[K+].C. (4) Given the product [CH3:20][O:19][C:16]1[CH:17]=[CH:18][C:13]([CH2:12][CH:7]2[C:6](=[O:22])[C:5]3[C:10](=[CH:11][C:2]([OH:1])=[C:3]([O:25][CH3:26])[C:4]=3[OH:23])[O:9][CH2:8]2)=[CH:14][C:15]=1[OH:21], predict the reactants needed to synthesize it. The reactants are: [OH:1][C:2]1[CH:11]=[C:10]2[C:5]([C:6](=[O:22])[CH:7]([CH2:12][C:13]3[CH:18]=[CH:17][C:16]([O:19][CH3:20])=[C:15]([OH:21])[CH:14]=3)[CH2:8][O:9]2)=[C:4]([O:23]C)[C:3]=1[O:25][CH3:26].[Si](I)(C)(C)C. (5) Given the product [CH2:1]([O:5][C:6]([C:8]1[N:13]=[C:12]([C:25]2[CH:30]=[N:29][CH:28]=[CH:27][N:26]=2)[C:11]2[C:15]([CH3:18])=[N:16][S:17][C:10]=2[C:9]=1[OH:19])=[O:7])[CH2:2][CH2:3][CH3:4], predict the reactants needed to synthesize it. The reactants are: [CH2:1]([O:5][C:6]([C:8]1[N:13]=[C:12](Br)[C:11]2[C:15]([CH3:18])=[N:16][S:17][C:10]=2[C:9]=1[OH:19])=[O:7])[CH2:2][CH2:3][CH3:4].C([Sn](CCCC)(CCCC)[C:25]1[CH:30]=[N:29][CH:28]=[CH:27][N:26]=1)CCC. (6) Given the product [C:1]([O:5][C:6]([N:8]([CH2:19][CH2:20][C:21]1[CH:26]=[CH:25][C:24]([S:27]([C:30]2[CH:31]=[C:32]([CH:36]=[CH:37][CH:38]=2)[C:33]([NH:45][CH2:44][C:43]([O:42][CH2:40][CH3:41])=[O:46])=[O:34])(=[O:29])=[O:28])=[CH:23][CH:22]=1)[CH2:9][C@@H:10]([C:12]1[CH:17]=[CH:16][CH:15]=[C:14]([Cl:18])[CH:13]=1)[OH:11])=[O:7])([CH3:4])([CH3:2])[CH3:3], predict the reactants needed to synthesize it. The reactants are: [C:1]([O:5][C:6]([N:8]([CH2:19][CH2:20][C:21]1[CH:26]=[CH:25][C:24]([S:27]([C:30]2[CH:31]=[C:32]([CH:36]=[CH:37][CH:38]=2)[C:33](O)=[O:34])(=[O:29])=[O:28])=[CH:23][CH:22]=1)[CH2:9][C@@H:10]([C:12]1[CH:17]=[CH:16][CH:15]=[C:14]([Cl:18])[CH:13]=1)[OH:11])=[O:7])([CH3:4])([CH3:3])[CH3:2].Cl.[CH2:40]([O:42][C:43](=[O:46])[CH2:44][NH2:45])[CH3:41].ON1C2C=CC=CC=2N=N1.CN(C)CCCN=C=NCC. (7) Given the product [Cl:1][C:2]1[CH:3]=[CH:4][C:5]([C:8]2[C:9]([O:17][C@@H:18]([CH3:23])[C:19]([F:20])([F:22])[F:21])=[N:10][CH:11]=[C:12]([CH:16]=2)[C:13]([NH:33][CH2:32][C:30]2[O:29][N:28]=[C:27]([C:26]([F:35])([F:34])[F:25])[N:31]=2)=[O:15])=[CH:6][CH:7]=1, predict the reactants needed to synthesize it. The reactants are: [Cl:1][C:2]1[CH:7]=[CH:6][C:5]([C:8]2[C:9]([O:17][C@@H:18]([CH3:23])[C:19]([F:22])([F:21])[F:20])=[N:10][CH:11]=[C:12]([CH:16]=2)[C:13]([OH:15])=O)=[CH:4][CH:3]=1.Cl.[F:25][C:26]([F:35])([F:34])[C:27]1[N:31]=[C:30]([CH2:32][NH2:33])[O:29][N:28]=1.